This data is from Clinical trial toxicity outcomes and FDA approval status for drugs. The task is: Regression/Classification. Given a drug SMILES string, predict its toxicity properties. Task type varies by dataset: regression for continuous values (e.g., LD50, hERG inhibition percentage) or binary classification for toxic/non-toxic outcomes (e.g., AMES mutagenicity, cardiotoxicity, hepatotoxicity). Dataset: clintox. The molecule is O=C([O-])c1ccc(-n2nc(-c3ccccc3O)nc2-c2ccccc2O)cc1. The result is 0 (passed clinical trial).